From a dataset of Catalyst prediction with 721,799 reactions and 888 catalyst types from USPTO. Predict which catalyst facilitates the given reaction. (1) Reactant: [CH:1]1([C:4]2[O:5][CH:6]=[C:7]([C:9](N(OC)C)=[O:10])[N:8]=2)[CH2:3][CH2:2]1.[H-].C([Al+]CC(C)C)C(C)C. Product: [CH:1]1([C:4]2[O:5][CH:6]=[C:7]([CH:9]=[O:10])[N:8]=2)[CH2:3][CH2:2]1. The catalyst class is: 4. (2) Reactant: [Cl:1][C:2]1[CH:11]=[C:10]([C:12](=O)[CH3:13])[C:9]([N:15]2[CH2:20][CH2:19][CH:18]([CH2:21][CH2:22][OH:23])[CH2:17][CH2:16]2)=[C:8]2[C:3]=1[CH:4]=[CH:5][CH:6]=[N:7]2.C([O-])(=O)C.[NH4+].C([BH3-])#[N:30].[Na+].O1CCCC1. Product: [NH2:30][CH:12]([C:10]1[C:9]([N:15]2[CH2:20][CH2:19][CH:18]([CH2:21][CH2:22][OH:23])[CH2:17][CH2:16]2)=[C:8]2[C:3]([CH:4]=[CH:5][CH:6]=[N:7]2)=[C:2]([Cl:1])[CH:11]=1)[CH3:13]. The catalyst class is: 449. (3) Reactant: [F:1][C:2]1[CH:11]=[C:10]2[C:5]([CH:6]=[CH:7][C:8](=[O:15])[N:9]2[CH2:12][CH:13]=O)=[N:4][CH:3]=1.[NH:16]1[CH2:21][CH2:20][CH:19]([NH:22][C:23](=[O:29])[O:24][C:25]([CH3:28])([CH3:27])[CH3:26])[CH2:18][CH2:17]1.[BH-](OC(C)=O)(OC(C)=O)OC(C)=O.[Na+].C([O-])(O)=O.[Na+]. Product: [F:1][C:2]1[CH:11]=[C:10]2[C:5]([CH:6]=[CH:7][C:8](=[O:15])[N:9]2[CH2:12][CH2:13][N:16]2[CH2:17][CH2:18][CH:19]([NH:22][C:23](=[O:29])[O:24][C:25]([CH3:27])([CH3:26])[CH3:28])[CH2:20][CH2:21]2)=[N:4][CH:3]=1. The catalyst class is: 147. (4) Reactant: C([Si]([O:8][CH2:9][C:10]1[C:15]2[CH:16]=[CH:17][CH2:18][CH2:19][CH2:20][CH2:21][C:14]=2[CH:13]=[CH:12][CH:11]=1)(C)C)(C)(C)C.[F-].C([N+](CCCC)(CCCC)CCCC)CCC.O. Product: [C:10]1([CH2:9][OH:8])[C:15]2[CH:16]=[CH:17][CH2:18][CH2:19][CH2:20][CH2:21][C:14]=2[CH:13]=[CH:12][CH:11]=1. The catalyst class is: 7. (5) Reactant: [CH3:1][O:2][C:3]1[CH:10]=[CH:9][C:6]([CH2:7]Cl)=[CH:5][CH:4]=1.[N-:11]=[N+:12]=[N-:13].[Na+]. Product: [CH3:1][O:2][C:3]1[CH:10]=[CH:9][C:6]([CH2:7][N:11]=[N+:12]=[N-:13])=[CH:5][CH:4]=1. The catalyst class is: 3.